This data is from Reaction yield outcomes from USPTO patents with 853,638 reactions. The task is: Predict the reaction yield, written as a fraction of the theoretical maximum amount of product (1.0 means a 100% yield; for example, 0.34 means a 34% yield). (1) The reactants are [C:1]([O:5][C:6]([NH:8][CH:9]([CH2:15][CH2:16][CH2:17][CH3:18])[C@H:10]([OH:14])[C:11]([OH:13])=O)=[O:7])([CH3:4])([CH3:3])[CH3:2].[CH2:19]([NH2:26])[C:20]1[CH:25]=[CH:24][CH:23]=[CH:22][CH:21]=1.CN(C(ON1N=NC2C=CC=NC1=2)=[N+](C)C)C.F[P-](F)(F)(F)(F)F.C(N(CC)C(C)C)(C)C. The catalyst is CN(C=O)C. The product is [C:1]([O:5][C:6](=[O:7])[NH:8][C@H:9]([CH:10]([C:11](=[O:13])[NH:26][CH2:19][C:20]1[CH:25]=[CH:24][CH:23]=[CH:22][CH:21]=1)[OH:14])[CH2:15][CH2:16][CH2:17][CH3:18])([CH3:2])([CH3:3])[CH3:4]. The yield is 0.640. (2) The reactants are [N:1]1[CH:6]=[CH:5][CH:4]=[CH:3][C:2]=1[C:7]1[C:8]([C:13]2[C:22]3[C:17](=[CH:18][CH:19]=[CH:20][CH:21]=3)[N:16]=[CH:15][CH:14]=2)=[C:9]([OH:12])[NH:10][N:11]=1.[CH2:23](O)[CH2:24]O.C(P(CCCC)CCCC)CCC.N(C(N1CCCCC1)=O)=NC(N1CCCCC1)=O. The yield is 0.460. The catalyst is O1CCCC1. The product is [N:1]1[CH:6]=[CH:5][CH:4]=[CH:3][C:2]=1[C:7]1[C:8]([C:13]2[C:22]3[C:17](=[CH:18][CH:19]=[CH:20][CH:21]=3)[N:16]=[CH:15][CH:14]=2)=[C:9]2[O:12][CH2:23][CH2:24][N:10]2[N:11]=1. (3) The reactants are [CH2:1]([C@H:8]([NH:21][C:22]([C@@H:24]([NH:35][C:36]([C@@H:38]([NH:40][C:41]([C:43]1[N:44]([CH3:48])[N:45]=[CH:46][CH:47]=1)=[O:42])[CH3:39])=[O:37])[CH2:25][C:26]1[C:34]2[C:29](=[CH:30][CH:31]=[CH:32][CH:33]=2)[NH:28][CH:27]=1)=[O:23])[CH:9]([C:11](=[O:20])[NH:12][CH2:13][C:14]1[CH:19]=[CH:18][CH:17]=[CH:16][CH:15]=1)[OH:10])[C:2]1[CH:7]=[CH:6][CH:5]=[CH:4][CH:3]=1.CC(OI1(OC(C)=O)(OC(C)=O)OC(=O)C2C=CC=CC1=2)=O. The catalyst is ClCCl. The product is [CH2:1]([C@H:8]([NH:21][C:22]([C@@H:24]([NH:35][C:36]([C@@H:38]([NH:40][C:41]([C:43]1[N:44]([CH3:48])[N:45]=[CH:46][CH:47]=1)=[O:42])[CH3:39])=[O:37])[CH2:25][C:26]1[C:34]2[C:29](=[CH:30][CH:31]=[CH:32][CH:33]=2)[NH:28][CH:27]=1)=[O:23])[C:9]([C:11](=[O:20])[NH:12][CH2:13][C:14]1[CH:15]=[CH:16][CH:17]=[CH:18][CH:19]=1)=[O:10])[C:2]1[CH:7]=[CH:6][CH:5]=[CH:4][CH:3]=1. The yield is 0.260. (4) The reactants are [Si:1]([O:8][CH2:9][C@@H:10]1[CH:15]=[C:14]([CH3:16])[C:13](=[O:17])[CH2:12][N:11]1[C:18]([O:20][C:21]([CH3:24])([CH3:23])[CH3:22])=[O:19])([C:4]([CH3:7])([CH3:6])[CH3:5])([CH3:3])[CH3:2].C=O.CC(=O)[O:29]CC. The catalyst is C(Cl)Cl.CO.C(P(CCCC)CCCC)CCC. The product is [Si:1]([O:8][CH2:9][C@@H:10]1[CH:15]=[C:14]([CH2:16][OH:29])[C:13](=[O:17])[CH2:12][N:11]1[C:18]([O:20][C:21]([CH3:24])([CH3:23])[CH3:22])=[O:19])([C:4]([CH3:7])([CH3:5])[CH3:6])([CH3:3])[CH3:2]. The yield is 1.02. (5) The reactants are [O:1]=[C:2]1[NH:7][C:6]2[CH:8]=[C:9]([CH2:12][N:13]3[CH2:18][CH2:17][N:16]([C:19]4[CH:27]=[CH:26][C:22]([C:23]([OH:25])=O)=[CH:21][N:20]=4)[CH2:15][CH2:14]3)[CH:10]=[N:11][C:5]=2[N:4]2[CH2:28][CH2:29][CH2:30][CH2:31][C@@H:3]12.C([N:34](C(C)C)[CH:35]([CH3:37])[CH3:36])C.CC(N)C. The catalyst is CN(C=O)C. The product is [CH:35]([NH:34][C:23](=[O:25])[C:22]1[CH:26]=[CH:27][C:19]([N:16]2[CH2:15][CH2:14][N:13]([CH2:12][C:9]3[CH:10]=[N:11][C:5]4[N:4]5[CH2:28][CH2:29][CH2:30][CH2:31][C@H:3]5[C:2](=[O:1])[NH:7][C:6]=4[CH:8]=3)[CH2:18][CH2:17]2)=[N:20][CH:21]=1)([CH3:37])[CH3:36]. The yield is 0.650. (6) The reactants are Cl[C:2]1[N:3]=[CH:4][C:5]2[C:10]([CH:11]=1)=[C:9]([C:12]1[CH:13]=[N:14][N:15]([CH3:17])[CH:16]=1)[CH:8]=[CH:7][CH:6]=2.[CH3:18][O:19][C:20]1[CH:26]=[C:25]([O:27][CH:28]2[CH2:33][CH2:32][N:31]([CH3:34])[CH2:30][CH2:29]2)[CH:24]=[CH:23][C:21]=1[NH2:22]. No catalyst specified. The product is [CH3:18][O:19][C:20]1[CH:26]=[C:25]([O:27][CH:28]2[CH2:33][CH2:32][N:31]([CH3:34])[CH2:30][CH2:29]2)[CH:24]=[CH:23][C:21]=1[NH:22][C:2]1[N:3]=[CH:4][C:5]2[C:10]([CH:11]=1)=[C:9]([C:12]1[CH:13]=[N:14][N:15]([CH3:17])[CH:16]=1)[CH:8]=[CH:7][CH:6]=2. The yield is 0.0500.